This data is from Forward reaction prediction with 1.9M reactions from USPTO patents (1976-2016). The task is: Predict the product of the given reaction. (1) Given the reactants [C:1]([O:5][C:6](=[O:19])[NH:7][CH2:8][C:9]([N:11]1[CH2:15][CH2:14][CH2:13][C@H:12]1[C:16](=O)[NH2:17])=[O:10])([CH3:4])([CH3:3])[CH3:2].N1C=CN=C1.P(Cl)(Cl)(Cl)=O, predict the reaction product. The product is: [C:1]([O:5][C:6](=[O:19])[NH:7][CH2:8][C:9]([N:11]1[CH2:15][CH2:14][CH2:13][C@H:12]1[C:16]#[N:17])=[O:10])([CH3:4])([CH3:2])[CH3:3]. (2) Given the reactants [CH:1]1([N:4]2[C:13]3[C:8](=[CH:9][C:10]([F:24])=[C:11]([N:15]4[CH2:20][CH2:19][CH:18]([NH2:21])[C:17]([CH3:23])([CH3:22])[CH2:16]4)[C:12]=3[CH3:14])[C:7](=[O:25])[C:6]([C:26]([OH:28])=[O:27])=[CH:5]2)[CH2:3][CH2:2]1.[ClH:29].CCOCC, predict the reaction product. The product is: [ClH:29].[CH:1]1([N:4]2[C:13]3[C:8](=[CH:9][C:10]([F:24])=[C:11]([N:15]4[CH2:20][CH2:19][CH:18]([NH2:21])[C:17]([CH3:22])([CH3:23])[CH2:16]4)[C:12]=3[CH3:14])[C:7](=[O:25])[C:6]([C:26]([OH:28])=[O:27])=[CH:5]2)[CH2:3][CH2:2]1. (3) The product is: [F:1][C:2]1[C:3]([N:13]2[CH2:18][CH2:17][CH:16]([N:19]3[CH2:24][CH2:23][N:22]([CH3:25])[CH2:21][CH2:20]3)[CH2:15][CH2:14]2)=[CH:4][C:5]([O:11][CH3:12])=[C:6]([CH:7]=1)[NH2:8]. Given the reactants [F:1][C:2]1[CH:7]=[C:6]([N+:8]([O-])=O)[C:5]([O:11][CH3:12])=[CH:4][C:3]=1[N:13]1[CH2:18][CH2:17][CH:16]([N:19]2[CH2:24][CH2:23][N:22]([CH3:25])[CH2:21][CH2:20]2)[CH2:15][CH2:14]1, predict the reaction product. (4) Given the reactants [CH3:1][O:2][C:3]1[CH:4]=[C:5]([C:11]2[CH:12]=[CH:13][C:14]3[N:15]([CH:17]=[C:18]([CH3:20])[N:19]=3)[N:16]=2)[CH:6]=[CH:7][C:8]=1[O:9][CH3:10].C1C(=O)N([Br:28])C(=O)C1, predict the reaction product. The product is: [Br:28][C:17]1[N:15]2[N:16]=[C:11]([C:5]3[CH:6]=[CH:7][C:8]([O:9][CH3:10])=[C:3]([O:2][CH3:1])[CH:4]=3)[CH:12]=[CH:13][C:14]2=[N:19][C:18]=1[CH3:20]. (5) The product is: [CH:15]1([CH2:18][NH:13][CH2:12][CH2:11][C:9]2[NH:8][C:7]3[CH:14]=[C:3]([O:2][CH3:1])[CH:4]=[CH:5][C:6]=3[N:10]=2)[CH2:17][CH2:16]1. Given the reactants [CH3:1][O:2][C:3]1[CH:4]=[CH:5][C:6]2[N:10]=[C:9]([CH2:11][CH2:12][NH2:13])[NH:8][C:7]=2[CH:14]=1.[CH:15]1([CH:18]=O)[CH2:17][CH2:16]1, predict the reaction product. (6) Given the reactants C[Al](C)C.C1(C)C=CC=CC=1.[Cl:12][C:13]1[C:22]([NH2:23])=[CH:21][C:20]2[C:15](=[CH:16][CH:17]=[CH:18][CH:19]=2)[N:14]=1.[C:24]([C:28]1[CH:37]=[CH:36][C:31]([C:32](OC)=[O:33])=[CH:30][CH:29]=1)([CH3:27])([CH3:26])[CH3:25], predict the reaction product. The product is: [C:24]([C:28]1[CH:29]=[CH:30][C:31]([C:32]([NH:23][C:22]2[C:13]([Cl:12])=[N:14][C:15]3[C:20]([CH:21]=2)=[CH:19][CH:18]=[CH:17][CH:16]=3)=[O:33])=[CH:36][CH:37]=1)([CH3:27])([CH3:25])[CH3:26].